Dataset: Catalyst prediction with 721,799 reactions and 888 catalyst types from USPTO. Task: Predict which catalyst facilitates the given reaction. (1) Reactant: [Cl:1][C:2]1[CH:7]=[CH:6][CH:5]=[C:4]([Cl:8])[C:3]=1[N:9]1[CH:19]=[C:12]2[CH:13]=[N+:14]([O-:18])[CH:15]=[C:16](F)[C:11]2=[N:10]1.[CH3:20][O-:21].[K+]. Product: [Cl:1][C:2]1[CH:7]=[CH:6][CH:5]=[C:4]([Cl:8])[C:3]=1[N:9]1[CH:19]=[C:12]2[CH:13]=[N+:14]([O-:18])[CH:15]=[C:16]([O:21][CH3:20])[C:11]2=[N:10]1. The catalyst class is: 5. (2) Reactant: C([O:3][C:4](=O)[CH2:5][C:6]([C@@H:8]1[CH2:13][CH2:12][N:11]([C:14]([O:16][CH3:17])=[O:15])[C@@H:10]([CH2:18][C:19]2[CH:24]=[CH:23][C:22]([C:25]([F:28])([F:27])[F:26])=[C:21]([F:29])[CH:20]=2)[CH2:9]1)=[O:7])C.[OH-].[Na+].[NH2:33]O.Cl. Product: [F:29][C:21]1[CH:20]=[C:19]([CH:24]=[CH:23][C:22]=1[C:25]([F:28])([F:27])[F:26])[CH2:18][C@H:10]1[CH2:9][C@H:8]([C:6]2[O:7][NH:33][C:4](=[O:3])[CH:5]=2)[CH2:13][CH2:12][N:11]1[C:14]([O:16][CH3:17])=[O:15]. The catalyst class is: 24. (3) Reactant: [H-].[Na+].[NH:3]1[C:11]2[C:6](=[CH:7][C:8]([C:12]([O:14][CH2:15][C:16]3[CH:21]=[CH:20][CH:19]=[CH:18][CH:17]=3)=[O:13])=[CH:9][CH:10]=2)[CH:5]=[CH:4]1.[CH3:22][C:23]([CH3:28])([CH3:27])[C:24](Cl)=[O:25].O. Product: [CH3:22][C:23]([CH3:28])([CH3:27])[C:24]([N:3]1[C:11]2[C:6](=[CH:7][C:8]([C:12]([O:14][CH2:15][C:16]3[CH:17]=[CH:18][CH:19]=[CH:20][CH:21]=3)=[O:13])=[CH:9][CH:10]=2)[CH:5]=[CH:4]1)=[O:25]. The catalyst class is: 9. (4) Reactant: [C:1]([O:5][C:6]([NH:8][CH2:9][C@H:10]1[CH2:15][CH2:14][C@H:13]([C:16]([NH:18][C@@H:19]([CH2:23][C:24]2[CH:29]=[CH:28][C:27]([C:30]3[CH:35]=[CH:34][C:33]([C:36](=[O:51])[NH:37][CH:38]4[CH2:43][CH2:42][N:41]([C:44]([O:46][C:47]([CH3:50])([CH3:49])[CH3:48])=[O:45])[CH2:40][CH2:39]4)=[CH:32][C:31]=3[CH3:52])=[CH:26][CH:25]=2)[C:20](O)=[O:21])=[O:17])[CH2:12][CH2:11]1)=[O:7])([CH3:4])([CH3:3])[CH3:2].[F:53][CH:54]([F:65])[C:55]1[NH:59][C:58]2[CH:60]=[C:61]([NH2:64])[CH:62]=[CH:63][C:57]=2[N:56]=1.C(N(CC)C(C)C)(C)C.F[P-](F)(F)(F)(F)F.CN(C(ON1C2=NC=CC=C2N=N1)=[N+](C)C)C. Product: [C:1]([O:5][C:6]([NH:8][CH2:9][C@H:10]1[CH2:15][CH2:14][C@H:13]([C:16]([NH:18][C@H:19]([C:20]([NH:64][C:61]2[CH:62]=[CH:63][C:57]3[N:56]=[C:55]([CH:54]([F:53])[F:65])[NH:59][C:58]=3[CH:60]=2)=[O:21])[CH2:23][C:24]2[CH:29]=[CH:28][C:27]([C:30]3[CH:35]=[CH:34][C:33]([C:36]([NH:37][CH:38]4[CH2:39][CH2:40][N:41]([C:44]([O:46][C:47]([CH3:50])([CH3:49])[CH3:48])=[O:45])[CH2:42][CH2:43]4)=[O:51])=[CH:32][C:31]=3[CH3:52])=[CH:26][CH:25]=2)=[O:17])[CH2:12][CH2:11]1)=[O:7])([CH3:3])([CH3:2])[CH3:4]. The catalyst class is: 35.